Dataset: Catalyst prediction with 721,799 reactions and 888 catalyst types from USPTO. Task: Predict which catalyst facilitates the given reaction. Product: [O:11]=[C:1]1[C:9]2[C:4](=[CH:5][CH:6]=[CH:7][CH:8]=2)[C:3](=[O:10])[N:2]1[CH2:32][CH:33]1[CH2:38][N:37]2[N:39]=[C:40]([C:45]3[CH:50]=[CH:49][C:48]([O:51][C:52]4[CH:57]=[CH:56][CH:55]=[CH:54][CH:53]=4)=[CH:47][CH:46]=3)[C:41]([C:42]([NH2:44])=[O:43])=[C:36]2[NH:35][CH2:34]1. The catalyst class is: 1. Reactant: [C:1]1(=[O:11])[C:9]2[C:4](=[CH:5][CH:6]=[CH:7][CH:8]=2)[C:3](=[O:10])[NH:2]1.C1C=CC(P(C2C=CC=CC=2)C2C=CC=CC=2)=CC=1.O[CH2:32][CH:33]1[CH2:38][N:37]2[N:39]=[C:40]([C:45]3[CH:50]=[CH:49][C:48]([O:51][C:52]4[CH:57]=[CH:56][CH:55]=[CH:54][CH:53]=4)=[CH:47][CH:46]=3)[C:41]([C:42]([NH2:44])=[O:43])=[C:36]2[NH:35][CH2:34]1.CC(OC(/N=N/C(OC(C)C)=O)=O)C.